This data is from Full USPTO retrosynthesis dataset with 1.9M reactions from patents (1976-2016). The task is: Predict the reactants needed to synthesize the given product. Given the product [NH2:2][C:1](=[N:39][OH:40])[CH2:3][CH2:4][CH2:5][C:6]([NH:8][CH2:9][C:10]1([C:16]2[S:17][CH:18]=[C:19]([C:21]3[CH:22]=[CH:23][CH:24]=[CH:25][CH:26]=3)[N:20]=2)[CH2:15][CH2:14][O:13][CH2:12][CH2:11]1)=[O:7], predict the reactants needed to synthesize it. The reactants are: [C:1]([CH2:3][CH2:4][CH2:5][C:6]([NH:8][CH2:9][C:10]1([C:16]2[S:17][CH:18]=[C:19]([C:21]3[CH:26]=[CH:25][CH:24]=[CH:23][CH:22]=3)[N:20]=2)[CH2:15][CH2:14][O:13][CH2:12][CH2:11]1)=[O:7])#[N:2].OC1C=CC=C2C=1N=CC=C2.Cl.[NH2:39][OH:40].C(=O)([O-])[O-].[Na+].[Na+].